Dataset: Catalyst prediction with 721,799 reactions and 888 catalyst types from USPTO. Task: Predict which catalyst facilitates the given reaction. Reactant: [Si]([O:8][CH2:9][C@@H:10]1[C@@H:14]([O:15][Si:16]([CH:23]([CH3:25])[CH3:24])([CH:20]([CH3:22])[CH3:21])[CH:17]([CH3:19])[CH3:18])[CH2:13][C@H:12]([NH:26][C:27]2[C:32]([C:33]([C:35]3[S:36][CH:37]=[C:38]([CH2:40][N:41]4[CH2:45][CH2:44][C:43]([F:47])([F:46])[CH2:42]4)[CH:39]=3)=[O:34])=[CH:31][N:30]=[CH:29][N:28]=2)[CH2:11]1)(C(C)(C)C)(C)C.Cl. Product: [F:47][C:43]1([F:46])[CH2:44][CH2:45][N:41]([CH2:40][C:38]2[CH:39]=[C:35]([C:33]([C:32]3[C:27]([NH:26][C@H:12]4[CH2:13][C@H:14]([O:15][Si:16]([CH:23]([CH3:25])[CH3:24])([CH:20]([CH3:21])[CH3:22])[CH:17]([CH3:19])[CH3:18])[C@@H:10]([CH2:9][OH:8])[CH2:11]4)=[N:28][CH:29]=[N:30][CH:31]=3)=[O:34])[S:36][CH:37]=2)[CH2:42]1. The catalyst class is: 8.